From a dataset of Forward reaction prediction with 1.9M reactions from USPTO patents (1976-2016). Predict the product of the given reaction. Given the reactants [CH2:1]([C:3]1[N:7]([C:8]2[N:9]=[C:10]([N:17]3[CH2:22][CH2:21][O:20][CH2:19][CH2:18]3)[C:11]3[N:16]=[CH:15][S:14][C:12]=3[N:13]=2)[C:6]2[CH:23]=[CH:24][CH:25]=[CH:26][C:5]=2[N:4]=1)[CH3:2].[Li+].C[Si]([N-][Si](C)(C)C)(C)C.ClCC[I:40], predict the reaction product. The product is: [CH2:1]([C:3]1[N:7]([C:8]2[N:9]=[C:10]([N:17]3[CH2:18][CH2:19][O:20][CH2:21][CH2:22]3)[C:11]3[N:16]=[C:15]([I:40])[S:14][C:12]=3[N:13]=2)[C:6]2[CH:23]=[CH:24][CH:25]=[CH:26][C:5]=2[N:4]=1)[CH3:2].